Task: Predict the reaction yield, written as a fraction of the theoretical maximum amount of product (1.0 means a 100% yield; for example, 0.34 means a 34% yield).. Dataset: Reaction yield outcomes from USPTO patents with 853,638 reactions (1) The reactants are [OH:1][C:2]1[CH:7]=[CH:6][C:5]([N:8]2[C:13](=[O:14])[C:12]([CH2:15][C:16]3[CH:21]=[CH:20][C:19]([C:22]4[C:23]([C:28]#[N:29])=[CH:24][CH:25]=[CH:26][CH:27]=4)=[CH:18][CH:17]=3)=[C:11]([CH2:30][CH2:31][CH3:32])[N:10]=[C:9]2[CH3:33])=[CH:4][CH:3]=1.[Si:34]([O:41][CH:42]1[CH2:47][CH2:46][CH:45](O)[CH2:44][CH2:43]1)([C:37]([CH3:40])([CH3:39])[CH3:38])([CH3:36])[CH3:35].C1(P(C2C=CC=CC=2)C2C=CC=CC=2)C=CC=CC=1.[N:69]([C:70]([O:72]C(C)C)=[O:71])=[N:69][C:70]([O:72]C(C)C)=[O:71]. The catalyst is O1CCCC1.O.C(OCC)(=O)C. The product is [Si:34]([O:41][CH:42]1[CH2:47][CH2:46][CH:45]([O:1][C:2]2[CH:3]=[CH:4][C:5]([N:8]3[C:13](=[O:14])[C:12]([CH2:15][C:16]4[CH:21]=[CH:20][C:19]([C:22]5[CH:27]=[CH:26][CH:25]=[CH:24][C:23]=5[C:28]5[NH:69][C:70](=[O:71])[O:72][N:29]=5)=[CH:18][CH:17]=4)=[C:11]([CH2:30][CH2:31][CH3:32])[N:10]=[C:9]3[CH3:33])=[CH:6][CH:7]=2)[CH2:44][CH2:43]1)([C:37]([CH3:40])([CH3:39])[CH3:38])([CH3:36])[CH3:35]. The yield is 0.880. (2) The reactants are [H-].[Na+].[I:3][C:4]1[CH:5]=[C:6]([CH:16]=[CH:17][CH:18]=1)[CH2:7]P(=O)(OCC)OCC.[CH:19](=O)[C:20]1[CH:25]=[CH:24][C:23]([O:26][CH3:27])=[CH:22][CH:21]=1.[NH4+].[Cl-]. The catalyst is C1COCC1. The product is [I:3][C:4]1[CH:18]=[CH:17][CH:16]=[C:6](/[CH:7]=[CH:19]/[C:20]2[CH:25]=[CH:24][C:23]([O:26][CH3:27])=[CH:22][CH:21]=2)[CH:5]=1. The yield is 0.900. (3) The reactants are [CH3:1][N:2]1[C:10]2[C:5](=[CH:6][C:7]([CH:11]=O)=[CH:8][CH:9]=2)[CH:4]=[CH:3]1.[CH3:13][NH2:14].[BH4-].[Na+].O. The catalyst is CO. The product is [CH3:13][NH:14][CH2:11][C:7]1[CH:6]=[C:5]2[C:10](=[CH:9][CH:8]=1)[N:2]([CH3:1])[CH:3]=[CH:4]2. The yield is 1.00. (4) The reactants are [F:1][C:2]1[CH:3]=[C:4]([C:30]2[CH:35]=[CH:34][CH:33]=[CH:32][C:31]=2[C:36]2[NH:40][C:39](=[O:41])[O:38][N:37]=2)[CH:5]=[CH:6][C:7]=1[CH2:8][C:9]1[C:10](=[O:29])[N:11]([CH:22]2[CH2:27][CH2:26][C:25](=[O:28])[CH2:24][CH2:23]2)[C:12]2[N:13]([N:18]=[C:19]([CH3:21])[N:20]=2)[C:14]=1[CH2:15][CH2:16][CH3:17].[BH4-].[Na+]. The catalyst is CO. The product is [F:1][C:2]1[CH:3]=[C:4]([C:30]2[CH:35]=[CH:34][CH:33]=[CH:32][C:31]=2[C:36]2[NH:40][C:39](=[O:41])[O:38][N:37]=2)[CH:5]=[CH:6][C:7]=1[CH2:8][C:9]1[C:10](=[O:29])[N:11]([CH:22]2[CH2:27][CH2:26][CH:25]([OH:28])[CH2:24][CH2:23]2)[C:12]2[N:13]([N:18]=[C:19]([CH3:21])[N:20]=2)[C:14]=1[CH2:15][CH2:16][CH3:17]. The yield is 0.460. (5) The reactants are C(OC([N:8]1[CH2:13][CH2:12][N:11]([C:14]2[CH:15]=[C:16]([O:39][CH3:40])[CH:17]=[C:18]3[C:23]=2[O:22][CH:21]([C:24](=[O:38])[NH:25][C:26]2[CH:31]=[CH:30][C:29]([N:32]4[CH2:37][CH2:36][O:35][CH2:34][CH2:33]4)=[CH:28][CH:27]=2)[CH2:20][CH2:19]3)[CH2:10][CH2:9]1)=O)(C)(C)C.FC(F)(F)C(O)=O. The catalyst is ClCCl. The product is [N:11]1([C:14]2[CH:15]=[C:16]([O:39][CH3:40])[CH:17]=[C:18]3[C:23]=2[O:22][CH:21]([C:24]([NH:25][C:26]2[CH:27]=[CH:28][C:29]([N:32]4[CH2:33][CH2:34][O:35][CH2:36][CH2:37]4)=[CH:30][CH:31]=2)=[O:38])[CH2:20][CH2:19]3)[CH2:12][CH2:13][NH:8][CH2:9][CH2:10]1. The yield is 0.260. (6) The reactants are [Cl:1][C:2]1[CH:7]=[CH:6][C:5]([C:8]([CH3:13])([CH3:12])C(Cl)=O)=[CH:4][CH:3]=1.[N-:14]=[N+]=[N-].[Na+].C[C:19](C)=[O:20]. The catalyst is O. The product is [Cl:1][C:2]1[CH:3]=[CH:4][C:5]([C:8]([N:14]=[C:19]=[O:20])([CH3:12])[CH3:13])=[CH:6][CH:7]=1. The yield is 0.960.